Dataset: Peptide-MHC class I binding affinity with 185,985 pairs from IEDB/IMGT. Task: Regression. Given a peptide amino acid sequence and an MHC pseudo amino acid sequence, predict their binding affinity value. This is MHC class I binding data. (1) The peptide sequence is EEDAAVDDL. The MHC is HLA-B18:01 with pseudo-sequence HLA-B18:01. The binding affinity (normalized) is 0.0847. (2) The peptide sequence is KRIRLKHIF. The MHC is HLA-A26:02 with pseudo-sequence HLA-A26:02. The binding affinity (normalized) is 0.0847. (3) The peptide sequence is NANPDCKTI. The MHC is HLA-B07:02 with pseudo-sequence HLA-B07:02. The binding affinity (normalized) is 0.0847.